Dataset: Full USPTO retrosynthesis dataset with 1.9M reactions from patents (1976-2016). Task: Predict the reactants needed to synthesize the given product. Given the product [CH3:1][O:2][C:3]1[CH:4]=[C:5]2[C:6]([CH:9]=[CH:10][C:11](=[O:12])[NH:16]2)=[CH:7][CH:8]=1, predict the reactants needed to synthesize it. The reactants are: [CH3:1][O:2][C:3]1[CH:8]=[CH:7][C:6](/[CH:9]=[CH:10]/[C:11](OCC)=[O:12])=[C:5]([N+:16]([O-])=O)[CH:4]=1.